From a dataset of Reaction yield outcomes from USPTO patents with 853,638 reactions. Predict the reaction yield, written as a fraction of the theoretical maximum amount of product (1.0 means a 100% yield; for example, 0.34 means a 34% yield). (1) The reactants are [F:1][C:2]1[CH:3]=[C:4](B(O)O)[CH:5]=[CH:6][CH:7]=1.[NH2:11][C:12]1[N:13]=[C:14]([N:23]2[CH2:28][CH2:27][N:26]([C:29](=[O:39])[CH2:30][O:31][C:32]3[CH:37]=[CH:36][C:35]([Cl:38])=[CH:34][CH:33]=3)[CH2:25][CH2:24]2)[C:15]2[N:21]=[C:20](Cl)[CH:19]=[CH:18][C:16]=2[N:17]=1. No catalyst specified. The product is [NH2:11][C:12]1[N:13]=[C:14]([N:23]2[CH2:24][CH2:25][N:26]([C:29](=[O:39])[CH2:30][O:31][C:32]3[CH:37]=[CH:36][C:35]([Cl:38])=[CH:34][CH:33]=3)[CH2:27][CH2:28]2)[C:15]2[N:21]=[C:20]([C:4]3[CH:5]=[CH:6][CH:7]=[C:2]([F:1])[CH:3]=3)[CH:19]=[CH:18][C:16]=2[N:17]=1. The yield is 0.800. (2) The reactants are C(O[C:4](=[O:11])[C:5]1[CH:10]=[CH:9][N:8]=[CH:7][CH:6]=1)C.[CH:12]1([NH2:15])[CH2:14][CH2:13]1. No catalyst specified. The product is [CH:12]1([NH:15][C:4](=[O:11])[C:5]2[CH:6]=[CH:7][N:8]=[CH:9][CH:10]=2)[CH2:14][CH2:13]1. The yield is 0.500. (3) The reactants are [C:1]([C:5]1[O:9][N:8]=[C:7]([NH:10][C:11]([NH:13][C:14]2[CH:19]=[CH:18][CH:17]=[C:16]([O:20][C:21]3[C:30]4[C:25](=[CH:26][C:27]([O:33][CH:34]5[CH2:39][CH2:38][NH:37][CH2:36][CH2:35]5)=[C:28]([O:31][CH3:32])[CH:29]=4)[N:24]=[CH:23][N:22]=3)[CH:15]=2)=[O:12])[CH:6]=1)([CH3:4])([CH3:3])[CH3:2].FC(F)(F)S(O[CH2:46][C:47]([F:50])([F:49])[F:48])(=O)=O.C(N(CC)C(C)C)(C)C. The catalyst is C(Cl)Cl. The product is [C:1]([C:5]1[O:9][N:8]=[C:7]([NH:10][C:11]([NH:13][C:14]2[CH:19]=[CH:18][CH:17]=[C:16]([O:20][C:21]3[C:30]4[C:25](=[CH:26][C:27]([O:33][CH:34]5[CH2:39][CH2:38][N:37]([CH2:46][C:47]([F:50])([F:49])[F:48])[CH2:36][CH2:35]5)=[C:28]([O:31][CH3:32])[CH:29]=4)[N:24]=[CH:23][N:22]=3)[CH:15]=2)=[O:12])[CH:6]=1)([CH3:4])([CH3:2])[CH3:3]. The yield is 0.110. (4) The reactants are [NH2:1][C:2]1[CH:3]=[C:4]([CH:9]=[CH:10][CH:11]=1)[C:5]([O:7][CH3:8])=[O:6].C(N(CC)CC)C.[Br:19][CH2:20][C:21](Br)=[O:22]. The catalyst is ClCCl. The product is [CH3:8][O:7][C:5](=[O:6])[C:4]1[CH:9]=[CH:10][CH:11]=[C:2]([NH:1][C:21](=[O:22])[CH2:20][Br:19])[CH:3]=1. The yield is 0.991. (5) The reactants are O[C:2]([CH2:4][CH2:5][CH2:6][CH2:7][C@H:8]1[C@@H:16]2[C@@H:11]([NH:12][C:13]([NH:15]2)=[O:14])[CH2:10][S:9]1)=[O:3].C(N(C(C)C)CC)(C)C.C1CN([P+](Br)(N2CCCC2)N2CCCC2)CC1.F[P-](F)(F)(F)(F)F.[NH2:50][CH2:51][CH2:52][NH:53][C:54](=[O:101])[CH2:55][O:56][C:57]1[CH:100]=[CH:99][C:60]([C:61]([C:63]2[CH:98]=[CH:97][C:66]([O:67][CH2:68][C:69]([NH:71][C:72]3[CH:77]=[CH:76][C:75]([C:78]4[CH:83]=[CH:82][C:81]([CH:84]([CH3:95])[C:85]([O:87][CH2:88][C:89]5[CH:94]=[CH:93][CH:92]=[CH:91][CH:90]=5)=[O:86])=[CH:80][C:79]=4[F:96])=[CH:74][CH:73]=3)=[O:70])=[CH:65][CH:64]=2)=[O:62])=[CH:59][CH:58]=1. The catalyst is CN(C=O)C.C(Cl)(Cl)Cl. The product is [F:96][C:79]1[CH:80]=[C:81]([CH:84]([CH3:95])[C:85]([O:87][CH2:88][C:89]2[CH:90]=[CH:91][CH:92]=[CH:93][CH:94]=2)=[O:86])[CH:82]=[CH:83][C:78]=1[C:75]1[CH:74]=[CH:73][C:72]([NH:71][C:69](=[O:70])[CH2:68][O:67][C:66]2[CH:97]=[CH:98][C:63]([C:61](=[O:62])[C:60]3[CH:59]=[CH:58][C:57]([O:56][CH2:55][C:54](=[O:101])[NH:53][CH2:52][CH2:51][NH:50][C:2](=[O:3])[CH2:4][CH2:5][CH2:6][CH2:7][C@@H:8]4[C@H:16]5[C@H:11]([NH:12][C:13](=[O:14])[NH:15]5)[CH2:10][S:9]4)=[CH:100][CH:99]=3)=[CH:64][CH:65]=2)=[CH:77][CH:76]=1. The yield is 0.220. (6) The reactants are C[O:2][C:3]([C:5]1[CH:6]=[C:7]2[C:11](=[CH:12][CH:13]=1)[N:10]([CH:14]([CH3:16])[CH3:15])[N:9]=[C:8]2[CH3:17])=O.COC(C1C=C2C(=CC=1)N(CC(C)C)N=C2C)=O. No catalyst specified. The product is [CH:14]([N:10]1[C:11]2[C:7](=[CH:6][C:5]([CH2:3][OH:2])=[CH:13][CH:12]=2)[C:8]([CH3:17])=[N:9]1)([CH3:16])[CH3:15]. The yield is 0.900. (7) The reactants are C1(C#C)C=CC=CC=1.[C:9]1([NH:15][CH2:16][C:17]#[CH:18])[CH:14]=[CH:13][CH:12]=[CH:11][CH:10]=1.[N:19]([C:22]1[S:23][C:24]([C:28]([NH:30][CH2:31][C:32]2[CH:37]=[CH:36][CH:35]=[CH:34][CH:33]=2)=[O:29])=[C:25]([CH3:27])[N:26]=1)=[N+:20]=[N-:21]. No catalyst specified. The product is [CH2:31]([NH:30][C:28]([C:24]1[S:23][C:22]([N:19]2[CH:18]=[C:17]([CH2:16][NH:15][C:9]3[CH:14]=[CH:13][CH:12]=[CH:11][CH:10]=3)[N:21]=[N:20]2)=[N:26][C:25]=1[CH3:27])=[O:29])[C:32]1[CH:33]=[CH:34][CH:35]=[CH:36][CH:37]=1. The yield is 0.180.